From a dataset of Forward reaction prediction with 1.9M reactions from USPTO patents (1976-2016). Predict the product of the given reaction. (1) Given the reactants [Cl:1][C:2]1[N:6]2[CH:7]=[C:8]([C:15]3[CH:19]=[CH:18][N:17]([C:20]([O:22][C:23]([CH3:26])([CH3:25])[CH3:24])=[O:21])[CH:16]=3)[CH:9]=[C:10]([C:11]([F:14])([F:13])[F:12])[C:5]2=[N:4][C:3]=1[C:27]([O:29]C)=[O:28].[OH-].[Na+].Cl, predict the reaction product. The product is: [Cl:1][C:2]1[N:6]2[CH:7]=[C:8]([C:15]3[CH:19]=[CH:18][N:17]([C:20]([O:22][C:23]([CH3:24])([CH3:25])[CH3:26])=[O:21])[CH:16]=3)[CH:9]=[C:10]([C:11]([F:13])([F:14])[F:12])[C:5]2=[N:4][C:3]=1[C:27]([OH:29])=[O:28]. (2) The product is: [NH2:1][C:2]1[CH:10]=[CH:9][CH:8]=[C:7]2[C:3]=1[C:4](=[O:16])[N:5]([CH2:12][C:13]([N:20]1[CH2:19][CH2:18][N:17]([C:23]([O:25][C:26]([CH3:29])([CH3:28])[CH3:27])=[O:24])[CH2:22][CH2:21]1)=[O:15])[C:6]2=[O:11]. Given the reactants [NH2:1][C:2]1[CH:10]=[CH:9][CH:8]=[C:7]2[C:3]=1[C:4](=[O:16])[N:5]([CH2:12][C:13]([OH:15])=O)[C:6]2=[O:11].[N:17]1([C:23]([O:25][C:26]([CH3:29])([CH3:28])[CH3:27])=[O:24])[CH2:22][CH2:21][NH:20][CH2:19][CH2:18]1.Cl.CN(C)CCCN=C=NCC.ON1C2C=CC=CC=2N=N1.C(N(CC)CC)C, predict the reaction product. (3) The product is: [CH:1]([O:5][C:6]([N:8]1[CH2:12][CH2:11][CH:10]([OH:13])[CH2:9]1)=[O:7])([CH3:3])[CH3:2]. Given the reactants [C:1]([O:5][C:6]([N:8]1[CH2:12][CH2:11][CH:10]([OH:13])[CH2:9]1)=[O:7])(C)([CH3:3])[CH3:2].Cl.C(N(CC)CC)C.ClC(OC(C)C)=O.C1(C)C=CC=CC=1, predict the reaction product. (4) Given the reactants [C:1]([O:5][C:6]([N:8]1[CH2:20][C@@H:19]([CH3:21])[N:18]2[C@H:10]([CH2:11][C:12]3[C:17]2=[N:16][C:15]([CH:22]([F:24])[F:23])=[C:14]([CH2:25][OH:26])[CH:13]=3)[CH2:9]1)=[O:7])([CH3:4])([CH3:3])[CH3:2].[H-].[Na+].[CH3:29]I, predict the reaction product. The product is: [C:1]([O:5][C:6]([N:8]1[CH2:20][C@@H:19]([CH3:21])[N:18]2[C@H:10]([CH2:11][C:12]3[C:17]2=[N:16][C:15]([CH:22]([F:24])[F:23])=[C:14]([CH2:25][O:26][CH3:29])[CH:13]=3)[CH2:9]1)=[O:7])([CH3:2])([CH3:3])[CH3:4]. (5) Given the reactants [C:1](#[N:10])[C:2]1[CH:9]=[CH:8][C:5]([C:6]#[N:7])=[CH:4][CH:3]=1.[CH2:11]([Mg]Br)[CH3:12].B(F)(F)F.CCOCC.Cl, predict the reaction product. The product is: [NH2:7][C:6]1([C:5]2[CH:8]=[CH:9][C:2]([C:1]#[N:10])=[CH:3][CH:4]=2)[CH2:12][CH2:11]1. (6) Given the reactants [C:1]([C:3]1[C:4]([N:15]2[CH2:20][CH2:19][CH:18]([C:21](O)=[O:22])[CH2:17][CH2:16]2)=[N:5][C:6]([CH3:14])=[C:7]([C:9]([O:11][CH2:12][CH3:13])=[O:10])[CH:8]=1)#[N:2].CN(C(ON1N=NC2C=CC=CC1=2)=[N+](C)C)C.[B-](F)(F)(F)F.CCN(C(C)C)C(C)C.[CH3:55][C:56]1[CH:57]=[C:58]([CH2:62][S:63]([NH2:66])(=[O:65])=[O:64])[CH:59]=[CH:60][CH:61]=1.C([O-])(O)=O.[Na+], predict the reaction product. The product is: [C:1]([C:3]1[C:4]([N:15]2[CH2:20][CH2:19][CH:18]([C:21]([NH:66][S:63]([CH2:62][C:58]3[CH:59]=[CH:60][CH:61]=[C:56]([CH3:55])[CH:57]=3)(=[O:64])=[O:65])=[O:22])[CH2:17][CH2:16]2)=[N:5][C:6]([CH3:14])=[C:7]([CH:8]=1)[C:9]([O:11][CH2:12][CH3:13])=[O:10])#[N:2]. (7) Given the reactants [H-].[Na+].Cl[C:4]1[CH:5]=[C:6]([OH:10])[CH:7]=[CH:8][CH:9]=1.F[C:12]1[C:21]2[C:16](=[CH:17][CH:18]=[CH:19][CH:20]=2)[C:15]([CH:22]=[O:23])=[CH:14][CH:13]=1.[ClH:24], predict the reaction product. The product is: [Cl:24][C:7]1[CH:8]=[CH:9][CH:4]=[CH:5][C:6]=1[O:10][C:12]1[C:21]2[C:16](=[CH:17][CH:18]=[CH:19][CH:20]=2)[C:15]([CH:22]=[O:23])=[CH:14][CH:13]=1. (8) Given the reactants Cl.C[O:3][C:4](=[O:39])[C:5]1[CH:10]=[CH:9][C:8]([CH2:11][O:12][C:13]2[CH:18]=[CH:17][C:16]([CH2:19][C@H:20]([NH2:38])[C:21]3[N:22]([CH2:34][CH2:35][CH2:36][CH3:37])[CH:23]=[C:24]([C:26]4[CH:31]=[CH:30][C:29]([Cl:32])=[CH:28][C:27]=4[Cl:33])[N:25]=3)=[CH:15][CH:14]=2)=[CH:7][CH:6]=1.[CH3:40][O:41][C:42]1[CH:47]=[CH:46][C:45]([CH2:48][CH2:49][C:50](O)=[O:51])=[CH:44][CH:43]=1, predict the reaction product. The product is: [CH2:34]([N:22]1[CH:23]=[C:24]([C:26]2[CH:31]=[CH:30][C:29]([Cl:32])=[CH:28][C:27]=2[Cl:33])[N:25]=[C:21]1[C@@H:20]([NH:38][C:50](=[O:51])[CH2:49][CH2:48][C:45]1[CH:46]=[CH:47][C:42]([O:41][CH3:40])=[CH:43][CH:44]=1)[CH2:19][C:16]1[CH:17]=[CH:18][C:13]([O:12][CH2:11][C:8]2[CH:9]=[CH:10][C:5]([C:4]([OH:3])=[O:39])=[CH:6][CH:7]=2)=[CH:14][CH:15]=1)[CH2:35][CH2:36][CH3:37]. (9) Given the reactants [OH:1][CH:2]([C:5]1[NH:13][C:12]2[C:7](=[N:8][CH:9]=[CH:10][C:11]=2[C:14]([O:16]C)=[O:15])[CH:6]=1)[CH2:3][CH3:4], predict the reaction product. The product is: [OH:1][CH:2]([C:5]1[NH:13][C:12]2[C:7](=[N:8][CH:9]=[CH:10][C:11]=2[C:14]([OH:16])=[O:15])[CH:6]=1)[CH2:3][CH3:4]. (10) Given the reactants [CH2:1]([NH2:4])[CH:2]=[CH2:3].CS(O[CH2:10][C@H:11]([NH:13][S:14]([C:17]1[CH:22]=[CH:21][CH:20]=[CH:19][C:18]=1[N+:23]([O-:25])=[O:24])(=[O:16])=[O:15])[CH3:12])(=O)=O, predict the reaction product. The product is: [CH2:1]([NH:4][CH2:12][C@H:11]([NH:13][S:14]([C:17]1[CH:22]=[CH:21][CH:20]=[CH:19][C:18]=1[N+:23]([O-:25])=[O:24])(=[O:16])=[O:15])[CH3:10])[CH:2]=[CH2:3].